Dataset: Forward reaction prediction with 1.9M reactions from USPTO patents (1976-2016). Task: Predict the product of the given reaction. (1) Given the reactants [F:1][C:2]([F:15])([F:14])[S:3]([N-:6][S:7]([C:10]([F:13])([F:12])[F:11])(=[O:9])=[O:8])(=[O:5])=[O:4].[OH:16][CH2:17][CH2:18][N+:19]1[CH:23]=[CH:22][N:21]([CH3:24])[C:20]=1[CH3:25].[CH3:26][Si:27]([CH3:34])([CH3:33])N[Si:27]([CH3:34])([CH3:33])[CH3:26].N, predict the reaction product. The product is: [F:13][C:10]([F:11])([F:12])[S:7]([N-:6][S:3]([C:2]([F:1])([F:14])[F:15])(=[O:4])=[O:5])(=[O:8])=[O:9].[CH3:26][Si:27]([CH3:34])([CH3:33])[O:16][CH2:17][CH2:18][N+:19]1[CH:23]=[CH:22][N:21]([CH3:24])[C:20]=1[CH3:25]. (2) Given the reactants [NH2:1][C:2]1[C:15]2[C:6](=[CH:7][C:8]3[C:9]4[C:14]=2[C:13](=[O:16])[N:12]([CH2:17][CH2:18][N:19]([CH3:21])[CH3:20])[C:11](=[O:22])[C:10]=4[CH:23]=[CH:24][CH:25]=3)[CH:5]=[CH:4][CH:3]=1.[CH2:26]([N:29]=[C:30]=[S:31])[CH:27]=[CH2:28], predict the reaction product. The product is: [CH3:21][N:19]([CH3:20])[CH2:18][CH2:17][N:12]1[C:11](=[O:22])[C:10]2[CH:23]=[CH:24][CH:25]=[C:8]3[C:9]=2[C:14](=[C:15]2[C:2]([NH:1][C:30]([NH:29][CH2:26][CH:27]=[CH2:28])=[S:31])=[CH:3][CH:4]=[CH:5][C:6]2=[CH:7]3)[C:13]1=[O:16]. (3) Given the reactants [CH:1]1([CH:7]([NH:20][C:21]2[CH:30]=[CH:29][C:24]([C:25]([O:27]C)=[O:26])=[CH:23][CH:22]=2)[C:8]2[CH:12]=[C:11]([C:13](=[O:17])[CH:14]([CH3:16])[CH3:15])[S:10][C:9]=2[CH2:18][CH3:19])[CH2:6][CH2:5][CH2:4][CH2:3][CH2:2]1.O1CCCC1.[OH-].[Na+].Cl, predict the reaction product. The product is: [CH:1]1([CH:7]([NH:20][C:21]2[CH:30]=[CH:29][C:24]([C:25]([OH:27])=[O:26])=[CH:23][CH:22]=2)[C:8]2[CH:12]=[C:11]([C:13](=[O:17])[CH:14]([CH3:15])[CH3:16])[S:10][C:9]=2[CH2:18][CH3:19])[CH2:6][CH2:5][CH2:4][CH2:3][CH2:2]1. (4) Given the reactants Br[C:2]1[C:3](=[O:17])[NH:4][C:5](=[O:16])[N:6]([CH2:8][CH2:9][C:10]2[CH:15]=[CH:14][CH:13]=[CH:12][CH:11]=2)[N:7]=1.C([O-])([O-])=O.[K+].[K+].[CH2:24]([OH:31])[C:25]1[CH:30]=[CH:29][CH:28]=[CH:27][CH:26]=1.OS([O-])(=O)=O.[K+], predict the reaction product. The product is: [CH2:24]([O:31][C:2]1[C:3](=[O:17])[NH:4][C:5](=[O:16])[N:6]([CH2:8][CH2:9][C:10]2[CH:15]=[CH:14][CH:13]=[CH:12][CH:11]=2)[N:7]=1)[C:25]1[CH:30]=[CH:29][CH:28]=[CH:27][CH:26]=1. (5) Given the reactants [CH2:1]([NH:8][C@H:9]([C:14]([OH:16])=[O:15])[C@H:10]([CH2:12][CH3:13])[CH3:11])[C:2]1[CH:7]=[CH:6][CH:5]=[CH:4][CH:3]=1.[CH:17](O)=O.C=O.O, predict the reaction product. The product is: [CH2:1]([N:8]([CH3:17])[C@H:9]([C:14]([OH:16])=[O:15])[C@H:10]([CH2:12][CH3:13])[CH3:11])[C:2]1[CH:7]=[CH:6][CH:5]=[CH:4][CH:3]=1. (6) Given the reactants [CH3:1][C:2]1[CH:7]=[CH:6][C:5]([C:8]2[CH:13]=[C:12]([O:14][C:15]3[S:16][CH:17]=[CH:18][N:19]=3)[CH:11]=[C:10]([C:20]([OH:22])=O)[CH:9]=2)=[CH:4][CH:3]=1.[CH3:23][C:24]1[N:29]=[CH:28][C:27]([C@H:30]([NH2:32])[CH3:31])=[CH:26][N:25]=1.F[P-](F)(F)(F)(F)F.C[N+](C)=C(N(C)C)ON1C2N=CC=CC=2N=N1.C(N(CC)C(C)C)(C)C, predict the reaction product. The product is: [CH3:1][C:2]1[CH:3]=[CH:4][C:5]([C:8]2[CH:13]=[C:12]([O:14][C:15]3[S:16][CH:17]=[CH:18][N:19]=3)[CH:11]=[C:10]([C:20]([NH:32][C@@H:30]([C:27]3[CH:26]=[N:25][C:24]([CH3:23])=[N:29][CH:28]=3)[CH3:31])=[O:22])[CH:9]=2)=[CH:6][CH:7]=1. (7) Given the reactants [C:1]([NH2:10])(=[O:9])[C:2]1[C:3](=[CH:5][CH:6]=[CH:7][CH:8]=1)[OH:4].[C:11]1(C)[CH:16]=CC(S([O-])(=O)=O)=C[CH:12]=1.[NH+]1C=CC=CC=1.ClCCl.CO, predict the reaction product. The product is: [CH3:12][C:11]1([CH3:16])[NH:10][C:1](=[O:9])[C:2]2[CH:8]=[CH:7][CH:6]=[CH:5][C:3]=2[O:4]1. (8) Given the reactants Cl.[C:2]([NH2:5])(=[NH:4])[CH3:3].[O-]CC.[Na+].C(O)C.[C:13]([C:16](=[CH:22]N(C)C)[C:17]([O:19][CH2:20][CH3:21])=[O:18])(=O)[CH3:14], predict the reaction product. The product is: [CH3:3][C:2]1[N:5]=[C:13]([CH3:14])[C:16]([C:17]([O:19][CH2:20][CH3:21])=[O:18])=[CH:22][N:4]=1.